Regression. Given two drug SMILES strings and cell line genomic features, predict the synergy score measuring deviation from expected non-interaction effect. From a dataset of NCI-60 drug combinations with 297,098 pairs across 59 cell lines. Drug 2: C1C(C(OC1N2C=NC(=NC2=O)N)CO)O. Cell line: SF-295. Drug 1: C1C(C(OC1N2C=NC3=C(N=C(N=C32)Cl)N)CO)O. Synergy scores: CSS=8.12, Synergy_ZIP=-0.358, Synergy_Bliss=2.83, Synergy_Loewe=-2.73, Synergy_HSA=-1.50.